Predict the reaction yield, written as a fraction of the theoretical maximum amount of product (1.0 means a 100% yield; for example, 0.34 means a 34% yield). From a dataset of Reaction yield outcomes from USPTO patents with 853,638 reactions. (1) The reactants are [CH3:1][N:2]([CH2:13][C:14]1[CH:19]=[CH:18][CH:17]=[C:16]([N+:20]([O-])=O)[CH:15]=1)[C:3](=[O:12])[O:4][CH2:5][C:6]1[CH:11]=[CH:10][CH:9]=[CH:8][CH:7]=1.CCO.O. The catalyst is [Fe].CC(O)=O. The product is [NH2:20][C:16]1[CH:15]=[C:14]([CH:19]=[CH:18][CH:17]=1)[CH2:13][N:2]([CH3:1])[C:3](=[O:12])[O:4][CH2:5][C:6]1[CH:11]=[CH:10][CH:9]=[CH:8][CH:7]=1. The yield is 0.950. (2) The reactants are C(OC(=O)[NH:7][C:8]1([C:11]([N:13]2[CH2:18][CH2:17][N:16]([CH2:19][C:20]3[N:21]([CH3:46])[C:22]4[C:27]([N:28]=3)=[C:26]([N:29]3[CH2:34][CH2:33][O:32][CH2:31][CH2:30]3)[N:25]=[C:24]([N:35]3[C:39]5[CH:40]=[CH:41][CH:42]=[CH:43][C:38]=5[N:37]=[C:36]3[CH2:44][CH3:45])[N:23]=4)[C:15]([CH3:48])([CH3:47])[CH2:14]2)=[O:12])[CH2:10][CH2:9]1)(C)(C)C.C(O)(C(F)(F)F)=O. The catalyst is C(Cl)Cl. The product is [NH2:7][C:8]1([C:11]([N:13]2[CH2:18][CH2:17][N:16]([CH2:19][C:20]3[N:21]([CH3:46])[C:22]4[C:27]([N:28]=3)=[C:26]([N:29]3[CH2:34][CH2:33][O:32][CH2:31][CH2:30]3)[N:25]=[C:24]([N:35]3[C:39]5[CH:40]=[CH:41][CH:42]=[CH:43][C:38]=5[N:37]=[C:36]3[CH2:44][CH3:45])[N:23]=4)[C:15]([CH3:47])([CH3:48])[CH2:14]2)=[O:12])[CH2:9][CH2:10]1. The yield is 0.600.